This data is from Forward reaction prediction with 1.9M reactions from USPTO patents (1976-2016). The task is: Predict the product of the given reaction. (1) The product is: [NH2:43][C:2]1[CH:10]=[C:9]([CH3:11])[C:8]2[N:7]([C:12]([O:14][C:15]([CH3:18])([CH3:17])[CH3:16])=[O:13])[C@H:6]3[CH2:19][CH2:20][N:21]([C:23]([O:25][C:26]([CH3:29])([CH3:28])[CH3:27])=[O:24])[CH2:22][C@H:5]3[C:4]=2[CH:3]=1. Given the reactants Br[C:2]1[CH:10]=[C:9]([CH3:11])[C:8]2[N:7]([C:12]([O:14][C:15]([CH3:18])([CH3:17])[CH3:16])=[O:13])[C@H:6]3[CH2:19][CH2:20][N:21]([C:23]([O:25][C:26]([CH3:29])([CH3:28])[CH3:27])=[O:24])[CH2:22][C@H:5]3[C:4]=2[CH:3]=1.C(=[NH:43])(C1C=CC=CC=1)C1C=CC=CC=1.C1C=CC(P(C2C=CC3C(=CC=CC=3)C=2C2C3C(=CC=CC=3)C=CC=2P(C2C=CC=CC=2)C2C=CC=CC=2)C2C=CC=CC=2)=CC=1.CC(C)([O-])C.[Na+].Cl.NO, predict the reaction product. (2) Given the reactants C(OC([N:11]1[CH2:16][CH2:15][CH2:14][CH:13]([C:17]2[CH:22]=[CH:21][C:20]([CH3:23])=[C:19]([O:24][C:25]([C:28]([O:30][CH2:31][CH3:32])=[O:29])([CH3:27])[CH3:26])[CH:18]=2)[CH2:12]1)=O)C1C=CC=CC=1.[C:33]([OH:42])(=[O:41])[C@@H:34]([C@H:36]([C:38]([OH:40])=[O:39])[OH:37])[OH:35], predict the reaction product. The product is: [C:33]([OH:42])(=[O:41])[C@@H:34]([C@H:36]([C:38]([OH:40])=[O:39])[OH:37])[OH:35].[CH2:31]([O:30][C:28](=[O:29])[C:25]([CH3:27])([O:24][C:19]1[CH:18]=[C:17]([CH:13]2[CH2:14][CH2:15][CH2:16][NH:11][CH2:12]2)[CH:22]=[CH:21][C:20]=1[CH3:23])[CH3:26])[CH3:32]. (3) Given the reactants [O:1]=[C:2]1[CH2:5][CH:4]([C:6]([O:8][C:9]([CH3:12])([CH3:11])[CH3:10])=[O:7])[CH2:3]1.[BH4-].[Na+].O, predict the reaction product. The product is: [C:9]([O:8][C:6]([CH:4]1[CH2:5][CH:2]([OH:1])[CH2:3]1)=[O:7])([CH3:12])([CH3:10])[CH3:11]. (4) The product is: [CH:14]([N:11]1[CH2:12][CH2:13][CH:8]([NH2:7])[CH2:9][CH2:10]1)([CH3:16])[CH3:15]. Given the reactants C(OC(=O)[NH:7][CH:8]1[CH2:13][CH2:12][N:11]([CH:14]([CH3:16])[CH3:15])[CH2:10][CH2:9]1)(C)(C)C, predict the reaction product. (5) Given the reactants C1(P(C2C=CC=CC=2)C2C=CC=CC=2)C=CC=CC=1.Br[C:21]1[CH:22]=[CH:23][C:24](F)=[C:25]([CH:30]=1)[C:26]([O:28][CH3:29])=[O:27].BrC1C=CC([F:42])=C(C=1)C(O)=O.C[N:44]([CH:46]=O)C, predict the reaction product. The product is: [C:46]([C:21]1[CH:30]=[C:25]([CH:24]=[CH:23][C:22]=1[F:42])[C:26]([O:28][CH3:29])=[O:27])#[N:44]. (6) The product is: [CH2:30]([N:32]1[CH:36]=[C:35]([C:2]2[CH:7]=[C:6]([O:8][C:9]3[CH:10]=[CH:11][C:12]([NH:15][C:16]([N:18]4[CH2:22][CH2:21][N:20]([CH:23]5[CH2:28][CH2:27][O:26][CH2:25][CH2:24]5)[C:19]4=[O:29])=[O:17])=[N:13][CH:14]=3)[CH:5]=[CH:4][N:3]=2)[CH:34]=[N:33]1)[CH3:31]. Given the reactants Cl[C:2]1[CH:7]=[C:6]([O:8][C:9]2[CH:10]=[CH:11][C:12]([NH:15][C:16]([N:18]3[CH2:22][CH2:21][N:20]([CH:23]4[CH2:28][CH2:27][O:26][CH2:25][CH2:24]4)[C:19]3=[O:29])=[O:17])=[N:13][CH:14]=2)[CH:5]=[CH:4][N:3]=1.[CH2:30]([N:32]1[CH:36]=[C:35](B2OC(C)(C)C(C)(C)O2)[CH:34]=[N:33]1)[CH3:31].C([O-])([O-])=O.[K+].[K+], predict the reaction product. (7) Given the reactants [OH:1][C:2]1[CH:3]=[N:4][CH:5]=[CH:6][C:7]=1[CH:8]=O.[F:10][C:11]1[CH:17]=[CH:16][C:14]([NH2:15])=[CH:13][C:12]=1[Cl:18], predict the reaction product. The product is: [Cl:18][C:12]1[CH:13]=[C:14]([N:15]=[CH:8][C:7]2[CH:6]=[CH:5][N:4]=[CH:3][C:2]=2[OH:1])[CH:16]=[CH:17][C:11]=1[F:10]. (8) Given the reactants FC(F)(F)S(O[C:7]1[CH:16]=[C:15]2[C:10]([CH:11]=[C:12]([C:17]([O:19][CH3:20])=[O:18])[N:13]=[CH:14]2)=[CH:9][CH:8]=1)(=O)=O.[OH:23][C:24]1[CH:29]=[CH:28][C:27](B(O)O)=[CH:26][CH:25]=1.C([O-])([O-])=O.[Na+].[Na+], predict the reaction product. The product is: [OH:23][C:24]1[CH:29]=[CH:28][C:27]([C:7]2[CH:16]=[C:15]3[C:10]([CH:11]=[C:12]([C:17]([O:19][CH3:20])=[O:18])[N:13]=[CH:14]3)=[CH:9][CH:8]=2)=[CH:26][CH:25]=1.